Dataset: B-cell epitopes from PDB crystal structures with 447 antigens. Task: Token-level Classification. Given an antigen amino acid sequence, predict which amino acid positions are active epitope sites capable of antibody binding. Output is a list of indices for active positions. Given the antigen sequence: GASIVPLYKLVHVFINTQYAGITKIGNQNFLTVFDSTSCNVVVASQECVGGACVCPNLQKYEKLKPKYISDGNVQVKFFDTGSAVGRGIEDSLTISQLTTSQQDIVLADELSQEVCILSADVVVGIAAPGCPNALKGKTVLENFVEENLIAPVFSIHHARFQDGEHFGEIIFGGSDWKYVDGEFTYVPLVGDDSWKFRLDGVKIGDTTVAPAGTQAIIDTSKAIIVGPKAYVNPINEAIGCVVEKTTTRRICKLDCSKIPSLPDVTFVINGRNFNISSQYYIQQNGNLCYSGFQPGHSDHFFIGDFFVDHYYSEFNWENKTMGFGRSVE, which amino acid positions are active epitope sites? The epitope positions are: [64, 65, 66, 67, 68, 69, 70, 71, 72, 73, 86, 89, 101, 103, 133, 134, 135, 286]. The amino acids at these positions are: KPKYISDGNVREQDALKN.